Dataset: Full USPTO retrosynthesis dataset with 1.9M reactions from patents (1976-2016). Task: Predict the reactants needed to synthesize the given product. (1) Given the product [Br:1][C:2]1[CH:12]=[CH:11][CH:10]=[C:9]([N+:13]([O-:15])=[O:14])[C:3]=1[CH2:4][OH:5], predict the reactants needed to synthesize it. The reactants are: [Br:1][C:2]1[CH:12]=[CH:11][CH:10]=[C:9]([N+:13]([O-:15])=[O:14])[C:3]=1[CH2:4][O:5]C(=O)C.[OH-].[K+]. (2) The reactants are: NC1S[C:4]([N+:7]([O-])=O)=[CH:5]N=1.N(OS(=O)(=O)O)=[O:11].S(=O)(=O)(O)N.[N+:22]([C:25]1[S:29][C:28]([N:30]=[N:31][C:32]2[CH:50]=[CH:49][C:35]([N:36]([CH2:45][CH2:46][CH2:47][CH3:48])[CH2:37][CH2:38][C:39](OCC#N)=[O:40])=[CH:34][CH:33]=2)=[N:27][CH:26]=1)([O-:24])=[O:23]. Given the product [N+:22]([C:25]1[S:29][C:28]([N:30]=[N:31][C:32]2[CH:33]=[CH:34][C:35]([N:36]([CH2:45][CH2:46][CH2:47][CH3:48])[CH2:37][C:38](=[C:39]=[O:40])[O:11][CH2:5][C:4]#[N:7])=[CH:49][CH:50]=2)=[N:27][CH:26]=1)([O-:24])=[O:23], predict the reactants needed to synthesize it. (3) Given the product [NH2:1][C:2]1[C:7]([C:8]([C:10]2[C:15]([O:16][CH3:17])=[CH:14][CH:13]=[C:12]([F:18])[C:11]=2[F:19])=[O:9])=[CH:6][N:5]=[C:4]([NH:20][C@H:21]2[CH2:26][CH2:25][C@H:24]([N:27]3[CH2:38][CH2:37][N:3]([CH3:4])[CH2:2][CH2:7]3)[CH2:23][CH2:22]2)[N:3]=1, predict the reactants needed to synthesize it. The reactants are: [NH2:1][C:2]1[C:7]([C:8]([C:10]2[C:15]([O:16][CH3:17])=[CH:14][CH:13]=[C:12]([F:18])[C:11]=2[F:19])=[O:9])=[CH:6][N:5]=[C:4]([NH:20][C@H:21]2[CH2:26][CH2:25][C@H:24]([NH2:27])[CH2:23][CH2:22]2)[N:3]=1.C(=O)(O)[O-].[Na+].O1[CH2:38][CH2:37]OCC1. (4) Given the product [Cl:8][C:7]1[C:2]([NH:19][C@@H:20]2[CH2:25][CH2:24][CH2:23][N:22]([C:26]([O:28][C:29]([CH3:32])([CH3:31])[CH3:30])=[O:27])[CH2:21]2)=[N:3][C:4]([C:9]2[N:13]3[CH:14]=[C:15]([F:18])[CH:16]=[CH:17][C:12]3=[N:11][CH:10]=2)=[N:5][CH:6]=1, predict the reactants needed to synthesize it. The reactants are: Cl[C:2]1[C:7]([Cl:8])=[CH:6][N:5]=[C:4]([C:9]2[N:13]3[CH:14]=[C:15]([F:18])[CH:16]=[CH:17][C:12]3=[N:11][CH:10]=2)[N:3]=1.[NH2:19][C@@H:20]1[CH2:25][CH2:24][CH2:23][N:22]([C:26]([O:28][C:29]([CH3:32])([CH3:31])[CH3:30])=[O:27])[CH2:21]1.